Task: Regression. Given a peptide amino acid sequence and an MHC pseudo amino acid sequence, predict their binding affinity value. This is MHC class I binding data.. Dataset: Peptide-MHC class I binding affinity with 185,985 pairs from IEDB/IMGT (1) The peptide sequence is EFIYWDWLY. The MHC is HLA-B27:05 with pseudo-sequence HLA-B27:05. The binding affinity (normalized) is 0.0847. (2) The peptide sequence is WEILKFLITG. The MHC is HLA-B45:01 with pseudo-sequence HLA-B45:01. The binding affinity (normalized) is 0.347. (3) The peptide sequence is KTFSAHNLF. The MHC is HLA-B07:02 with pseudo-sequence HLA-B07:02. The binding affinity (normalized) is 0.0847. (4) The peptide sequence is AKNPNRFVI. The MHC is HLA-B51:01 with pseudo-sequence HLA-B51:01. The binding affinity (normalized) is 0. (5) The peptide sequence is FREVWKQLF. The MHC is HLA-A31:01 with pseudo-sequence HLA-A31:01. The binding affinity (normalized) is 0.0847. (6) The peptide sequence is HFDDVANGF. The MHC is HLA-A26:01 with pseudo-sequence HLA-A26:01. The binding affinity (normalized) is 0.0847. (7) The peptide sequence is AYKKQFSQY. The MHC is HLA-A02:19 with pseudo-sequence HLA-A02:19. The binding affinity (normalized) is 0.0847. (8) The binding affinity (normalized) is 0.756. The peptide sequence is YLHDPLTPY. The MHC is HLA-B15:02 with pseudo-sequence HLA-B15:02.